This data is from Full USPTO retrosynthesis dataset with 1.9M reactions from patents (1976-2016). The task is: Predict the reactants needed to synthesize the given product. (1) Given the product [CH3:16][O:17][C:18]1[CH:19]=[C:20]2[C:25](=[CH:26][C:27]=1[O:28][CH3:29])[N:24]=[CH:23][N:22]=[C:21]2[S:30][C:31]1[CH:32]=[C:33]([NH:34][C:13]([NH:12][C:4]2[CH:5]=[CH:6][C:7]([C:8]([F:9])([F:10])[F:11])=[C:2]([F:1])[CH:3]=2)=[O:15])[CH:35]=[CH:36][CH:37]=1, predict the reactants needed to synthesize it. The reactants are: [F:1][C:2]1[CH:3]=[C:4]([NH:12][C:13](=[O:15])[O-])[CH:5]=[CH:6][C:7]=1[C:8]([F:11])([F:10])[F:9].[CH3:16][O:17][C:18]1[CH:19]=[C:20]2[C:25](=[CH:26][C:27]=1[O:28][CH3:29])[N:24]=[CH:23][N:22]=[C:21]2[S:30][C:31]1[CH:32]=[C:33]([CH:35]=[CH:36][CH:37]=1)[NH2:34].C(N(C(C)C)CC)(C)C. (2) The reactants are: Cl.[F:2][C:3]1[CH:4]=[C:5]([C@:14]2([NH2:24])[C:19]3=[N:20][CH:21]=[CH:22][CH:23]=[C:18]3[O:17][CH2:16][CH2:15]2)[CH:6]=[CH:7][C:8]=1[O:9][C:10]([F:13])([F:12])[F:11].[Br:25][C:26]1[CH:27]=[C:28]([CH:32]=[CH:33][C:34]=1[C:35]([O:37][CH3:38])=[O:36])[C:29](O)=[O:30].CCN(C(C)C)C(C)C.CN(C(ON1N=NC2C=CC=NC1=2)=[N+](C)C)C.F[P-](F)(F)(F)(F)F. Given the product [Br:25][C:26]1[CH:27]=[C:28]([C:29](=[O:30])[NH:24][C@@:14]2([C:5]3[CH:6]=[CH:7][C:8]([O:9][C:10]([F:13])([F:11])[F:12])=[C:3]([F:2])[CH:4]=3)[C:19]3=[N:20][CH:21]=[CH:22][CH:23]=[C:18]3[O:17][CH2:16][CH2:15]2)[CH:32]=[CH:33][C:34]=1[C:35]([O:37][CH3:38])=[O:36], predict the reactants needed to synthesize it. (3) Given the product [Br:2][C:3]1[CH:16]=[CH:15][C:6]([O:7][CH2:8][CH:9]2[CH2:10][CH2:11][N:12]([CH2:18][C:19]([CH3:22])([OH:20])[CH3:21])[CH2:13][CH2:14]2)=[CH:5][C:4]=1[F:17], predict the reactants needed to synthesize it. The reactants are: Cl.[Br:2][C:3]1[CH:16]=[CH:15][C:6]([O:7][CH2:8][CH:9]2[CH2:14][CH2:13][NH:12][CH2:11][CH2:10]2)=[CH:5][C:4]=1[F:17].[CH3:18][C:19]1([CH3:22])[CH2:21][O:20]1.C([O-])([O-])=O.[K+].[K+].[NH4+].[Cl-]. (4) Given the product [CH3:19][N:3]1[C:2]([CH3:1])=[C:10]2[C:5]([CH:6]=[C:7]([N+:11]([O-:13])=[O:12])[CH:8]=[CH:9]2)=[N:4]1, predict the reactants needed to synthesize it. The reactants are: [CH3:1][C:2]1[C:10]2[C:5](=[CH:6][C:7]([N+:11]([O-:13])=[O:12])=[CH:8][CH:9]=2)[NH:4][N:3]=1.F[B-](F)(F)F.[CH3:19][O+](C)C. (5) Given the product [CH3:1][C:2]1[CH:3]=[C:4]2[C:9](=[CH:10][C:11]=1[N+:28]([O-:30])=[O:29])[C:8](=[O:12])[N:7]([C:13]1[CH:14]=[N:15][CH:16]=[CH:17][C:18]=1[C:19]([F:20])([F:22])[F:21])[CH2:6][CH2:5]2, predict the reactants needed to synthesize it. The reactants are: [CH3:1][C:2]1[CH:3]=[C:4]2[C:9](=[CH:10][CH:11]=1)[C:8](=[O:12])[N:7]([C:13]1[CH:14]=[N:15][CH:16]=[CH:17][C:18]=1[C:19]([F:22])([F:21])[F:20])[CH2:6][CH2:5]2.OS(O)(=O)=O.[N+:28]([O-])([O-:30])=[O:29].[K+]. (6) Given the product [OH2:34].[OH2:34].[ClH:30].[ClH:30].[CH3:1][N:2]1[CH2:3][CH2:4][N:5]([C:8]2[N:13]=[N:12][C:11]([C:14]3[CH:23]=[CH:22][C:21]4[C:16](=[CH:17][CH:18]=[CH:19][CH:20]=4)[CH:15]=3)=[C:10]([C:24]3[CH:29]=[CH:28][N:27]=[CH:26][CH:25]=3)[CH:9]=2)[CH2:6][CH2:7]1, predict the reactants needed to synthesize it. The reactants are: [CH3:1][N:2]1[CH2:7][CH2:6][N:5]([C:8]2[N:13]=[N:12][C:11]([C:14]3[CH:23]=[CH:22][C:21]4[C:16](=[CH:17][CH:18]=[CH:19][CH:20]=4)[CH:15]=3)=[C:10]([C:24]3[CH:29]=[CH:28][N:27]=[CH:26][CH:25]=3)[CH:9]=2)[CH2:4][CH2:3]1.[ClH:30].C([OH:34])(C)C. (7) Given the product [OH:27][C@@H:28]([CH2:41][NH:42][CH:23]1[CH2:22][CH2:21][N:20]([C:17]2[CH:18]=[CH:19][C:14]([CH:13]=[C:9]3[S:8][C:7]([N:1]4[CH2:2][CH2:3][O:4][CH2:5][CH2:6]4)=[N:11][C:10]3=[O:12])=[CH:15][CH:16]=2)[CH2:25][CH2:24]1)[CH2:29][O:30][C:31]1[C:39]2[NH:38][C:37](=[O:40])[NH:36][C:35]=2[CH:34]=[CH:33][CH:32]=1, predict the reactants needed to synthesize it. The reactants are: [N:1]1([C:7]2[S:8][C:9](=[CH:13][C:14]3[CH:19]=[CH:18][C:17]([N:20]4[CH2:25][CH2:24][C:23](=O)[CH2:22][CH2:21]4)=[CH:16][CH:15]=3)[C:10](=[O:12])[N:11]=2)[CH2:6][CH2:5][O:4][CH2:3][CH2:2]1.[OH:27][C@@H:28]([CH2:41][NH2:42])[CH2:29][O:30][C:31]1[C:39]2[NH:38][C:37](=[O:40])[NH:36][C:35]=2[CH:34]=[CH:33][CH:32]=1. (8) Given the product [C:1]([C:4]1[S:8][C:7]([N:9]2[CH2:13][CH2:12][N:11]([CH2:25][CH:22]3[CH2:24][CH2:23]3)[C:10]2=[O:14])=[N:6][C:5]=1[CH3:15])(=[O:3])[CH3:2], predict the reactants needed to synthesize it. The reactants are: [C:1]([C:4]1[S:8][C:7]([N:9]2[CH2:13][CH2:12][NH:11][C:10]2=[O:14])=[N:6][C:5]=1[CH3:15])(=[O:3])[CH3:2].C(=O)([O-])[O-].[K+].[K+].[CH:22]1([CH2:25]Br)[CH2:24][CH2:23]1.